Task: Regression. Given two drug SMILES strings and cell line genomic features, predict the synergy score measuring deviation from expected non-interaction effect.. Dataset: NCI-60 drug combinations with 297,098 pairs across 59 cell lines Drug 1: C1CN(CCN1C(=O)CCBr)C(=O)CCBr. Drug 2: CC12CCC3C(C1CCC2OP(=O)(O)O)CCC4=C3C=CC(=C4)OC(=O)N(CCCl)CCCl.[Na+]. Cell line: SN12C. Synergy scores: CSS=8.84, Synergy_ZIP=-10.0, Synergy_Bliss=-5.48, Synergy_Loewe=-10.6, Synergy_HSA=-6.56.